Dataset: Peptide-MHC class I binding affinity with 185,985 pairs from IEDB/IMGT. Task: Regression. Given a peptide amino acid sequence and an MHC pseudo amino acid sequence, predict their binding affinity value. This is MHC class I binding data. (1) The peptide sequence is EEPAALLPL. The MHC is HLA-B40:01 with pseudo-sequence HLA-B40:01. The binding affinity (normalized) is 0.180. (2) The peptide sequence is SGLPGIFIV. The MHC is HLA-B57:01 with pseudo-sequence HLA-B57:01. The binding affinity (normalized) is 0.0847. (3) The peptide sequence is WAGIWGGKL. The MHC is HLA-A69:01 with pseudo-sequence HLA-A69:01. The binding affinity (normalized) is 0.492. (4) The peptide sequence is FDAAVMGGF. The MHC is HLA-B18:01 with pseudo-sequence HLA-B18:01. The binding affinity (normalized) is 0.0210. (5) The peptide sequence is RYSNFAWYF. The MHC is HLA-A68:02 with pseudo-sequence HLA-A68:02. The binding affinity (normalized) is 0.0847.